The task is: Predict the reactants needed to synthesize the given product.. This data is from Full USPTO retrosynthesis dataset with 1.9M reactions from patents (1976-2016). (1) Given the product [CH3:21][N:17]([C:5]1[CH:6]=[CH:7][C:8]2[N:9]([CH2:10][CH:11]3[CH2:12][CH2:13][O:14][CH2:15][CH2:16]3)[C:30]([CH2:29][C:24]3[CH:25]=[CH:26][CH:27]=[CH:28][N:23]=3)=[N:2][C:3]=2[CH:4]=1)[C:18](=[O:20])[CH3:19], predict the reactants needed to synthesize it. The reactants are: Cl.[NH2:2][C:3]1[CH:4]=[C:5]([N:17]([CH3:21])[C:18](=[O:20])[CH3:19])[CH:6]=[CH:7][C:8]=1[NH:9][CH2:10][CH:11]1[CH2:16][CH2:15][O:14][CH2:13][CH2:12]1.Cl.[N:23]1[CH:28]=[CH:27][CH:26]=[CH:25][C:24]=1[CH2:29][C:30](O)=O.C(N(C(C)C)CC)(C)C.CN(C(ON1N=NC2C=CC=NC1=2)=[N+](C)C)C.F[P-](F)(F)(F)(F)F. (2) Given the product [CH3:26][O:25][CH2:24][CH2:23][CH2:22][O:12][C:7]1[CH:8]=[C:9]([OH:11])[CH:10]=[C:5]([O:4][CH2:3][C:2]([F:13])([F:14])[F:1])[CH:6]=1, predict the reactants needed to synthesize it. The reactants are: [F:1][C:2]([F:14])([F:13])[CH2:3][O:4][C:5]1[CH:6]=[C:7]([OH:12])[CH:8]=[C:9]([OH:11])[CH:10]=1.C(=O)([O-])[O-].[K+].[K+].Br[CH2:22][CH2:23][CH2:24][O:25][CH3:26].Cl. (3) Given the product [Br:8][C:6]1[CH:7]=[C:2]([NH:1][S:11]([CH3:10])(=[O:13])=[O:12])[C:3]([Cl:9])=[N:4][CH:5]=1, predict the reactants needed to synthesize it. The reactants are: [NH2:1][C:2]1[C:3]([Cl:9])=[N:4][CH:5]=[C:6]([Br:8])[CH:7]=1.[CH3:10][S:11](Cl)(=[O:13])=[O:12]. (4) Given the product [C:53]([C:50]1[CH:51]=[C:52]2[C:47](=[CH:48][CH:49]=1)[NH:46][CH:45]=[C:44]2[CH2:43][CH2:42][CH2:41][N:11]1[CH2:10][CH2:9][N:8]([C:7]2[CH:6]=[CH:5][C:4]([N:14]3[CH:23]=[CH:22][C:21]4[N:20]=[C:19]([O:24][CH2:25][C:26]([NH2:28])=[O:27])[CH:18]=[CH:17][C:16]=4[C:15]3=[O:29])=[CH:3][C:2]=2[F:1])[CH2:13][CH2:12]1)#[N:54], predict the reactants needed to synthesize it. The reactants are: [F:1][C:2]1[CH:3]=[C:4]([N:14]2[CH:23]=[CH:22][C:21]3[N:20]=[C:19]([O:24][CH2:25][C:26]([NH2:28])=[O:27])[CH:18]=[CH:17][C:16]=3[C:15]2=[O:29])[CH:5]=[CH:6][C:7]=1[N:8]1[CH2:13][CH2:12][NH:11][CH2:10][CH2:9]1.CC1C=CC(S(O[CH2:41][CH2:42][CH2:43][C:44]2[C:52]3[C:47](=[CH:48][CH:49]=[C:50]([C:53]#[N:54])[CH:51]=3)[NH:46][CH:45]=2)(=O)=O)=CC=1.C(=O)([O-])[O-].[K+].[K+].[I-].[K+].